From a dataset of Forward reaction prediction with 1.9M reactions from USPTO patents (1976-2016). Predict the product of the given reaction. (1) Given the reactants [CH2:1]([O:8][C:9](=O)[NH:10][C:11]1(COC)[CH2:15][CH2:14][CH2:13][CH2:12]1)C1C=CC=CC=1.[CH3:20]O, predict the reaction product. The product is: [CH3:1][O:8][CH:9]([NH:10][CH:11]1[CH2:15][CH2:14][CH2:13][CH2:12]1)[CH3:20]. (2) Given the reactants Cl[C:2]1[N:19]=[C:18](Cl)[C:17]2[C:16]3[C:11](=[C:12](Cl)[N:13]=[C:14](Cl)[N:15]=3)[C:10]3[C:5](=[C:6](Cl)[N:7]=[C:8](Cl)[N:9]=3)[C:4]=2[N:3]=1.[C:25]1(B(O)O)[CH:30]=[CH:29][CH:28]=[CH:27][CH:26]=1.P([O-])([O-])([O-])=O.[K+].[K+].[K+].[C:42]1(C)[CH:47]=[CH:46][CH:45]=[CH:44][CH:43]=1, predict the reaction product. The product is: [C:25]1([C:2]2[N:19]=[C:18]([C:25]3[CH:30]=[CH:29][CH:28]=[CH:27][CH:26]=3)[C:17]3[C:16]4[C:11](=[C:12]([C:25]5[CH:30]=[CH:29][CH:28]=[CH:27][CH:26]=5)[N:13]=[C:14]([C:25]5[CH:30]=[CH:29][CH:28]=[CH:27][CH:26]=5)[N:15]=4)[C:10]4[C:5](=[C:6]([C:42]5[CH:43]=[CH:44][CH:45]=[CH:46][CH:47]=5)[N:7]=[C:8]([C:4]5[CH:5]=[CH:10][CH:11]=[CH:16][CH:17]=5)[N:9]=4)[C:4]=3[N:3]=2)[CH:30]=[CH:29][CH:28]=[CH:27][CH:26]=1. (3) Given the reactants [C:1]([C:4]1[CH:9]=[CH:8][CH:7]=[CH:6][CH:5]=1)(=O)[CH3:2].[Li+].C[Si]([N-][Si](C)(C)C)(C)C.[CH3:20][S:21][CH2:22][CH2:23][C:24](Cl)=O.O.[NH2:28][NH2:29], predict the reaction product. The product is: [CH3:20][S:21][CH2:22][CH2:23][C:24]1[NH:29][N:28]=[C:1]([C:4]2[CH:9]=[CH:8][CH:7]=[CH:6][CH:5]=2)[CH:2]=1.